Dataset: Experimentally validated miRNA-target interactions with 360,000+ pairs, plus equal number of negative samples. Task: Binary Classification. Given a miRNA mature sequence and a target amino acid sequence, predict their likelihood of interaction. The miRNA is hsa-miR-96-5p with sequence UUUGGCACUAGCACAUUUUUGCU. The protein sequence of the target gene is MMAAGAAVALALWLLLPAVGVGEAGPPPIQDGEFTFLLPAGRKQCFYQSAPANASLETEYQVIGGAGLDVDFTLESPQGVLLVSESRKADGVHTVEPTEAGDYRLCFDNSFSTISEKLVFFELIFDSFQDEEEVEGWAEAVEPEEMLDVKMEDIKESIETMRTRLERSIQMLTLLRAFEARDRNLQEDNLERVNFWSAANVAVLLLVAVLQVCTLKRFFHDKRPVPT. Result: 0 (no interaction).